The task is: Predict the reactants needed to synthesize the given product.. This data is from Full USPTO retrosynthesis dataset with 1.9M reactions from patents (1976-2016). (1) Given the product [N:19]1([CH2:18][CH2:17][N:2]2[CH:3]=[C:4]([B:6]3[O:7][C:8]([CH3:9])([CH3:10])[C:11]([CH3:13])([CH3:12])[O:14]3)[CH:5]=[N:1]2)[CH2:23][CH2:22][CH2:21][CH2:20]1, predict the reactants needed to synthesize it. The reactants are: [NH:1]1[CH:5]=[C:4]([B:6]2[O:14][C:11]([CH3:13])([CH3:12])[C:8]([CH3:10])([CH3:9])[O:7]2)[CH:3]=[N:2]1.Cl.Cl[CH2:17][CH2:18][N:19]1[CH2:23][CH2:22][CH2:21][CH2:20]1. (2) The reactants are: O[C:2]1[N:7]2[CH:8]=[CH:9][N:10]=[C:6]2[CH:5]=[C:4]([C:11]([O:13][CH3:14])=[O:12])[N:3]=1.C(N(CC)C1C=CC=CC=1)C.O=P(Cl)(Cl)[Cl:28]. Given the product [Cl:28][C:2]1[N:7]2[CH:8]=[CH:9][N:10]=[C:6]2[CH:5]=[C:4]([C:11]([O:13][CH3:14])=[O:12])[N:3]=1, predict the reactants needed to synthesize it. (3) Given the product [C:8]([O:12][C:13]([N:15]1[CH2:20][CH2:19][CH:18]([C:21]2[N:22]([CH2:3][CH2:4][N:5]([CH3:7])[CH3:6])[CH:23]=[C:24]([C:26]3[CH:31]=[CH:30][C:29]([F:32])=[C:28]([Cl:33])[CH:27]=3)[N:25]=2)[CH2:17][CH2:16]1)=[O:14])([CH3:11])([CH3:9])[CH3:10], predict the reactants needed to synthesize it. The reactants are: Cl.Cl[CH2:3][CH2:4][N:5]([CH3:7])[CH3:6].[C:8]([O:12][C:13]([N:15]1[CH2:20][CH2:19][CH:18]([C:21]2[NH:22][CH:23]=[C:24]([C:26]3[CH:31]=[CH:30][C:29]([F:32])=[C:28]([Cl:33])[CH:27]=3)[N:25]=2)[CH2:17][CH2:16]1)=[O:14])([CH3:11])([CH3:10])[CH3:9].[OH-].[K+]. (4) Given the product [BrH:26].[Br:26][CH:9]([C:10]1[CH:15]=[CH:14][N:13]=[C:12]([NH:16][C:17](=[O:24])[C:18]2[CH:19]=[CH:20][CH:21]=[CH:22][CH:23]=2)[CH:11]=1)[C:8]([C:4]1[CH:5]=[CH:6][CH:7]=[C:2]([CH3:1])[CH:3]=1)=[O:25], predict the reactants needed to synthesize it. The reactants are: [CH3:1][C:2]1[CH:3]=[C:4]([C:8](=[O:25])[CH2:9][C:10]2[CH:15]=[CH:14][N:13]=[C:12]([NH:16][C:17](=[O:24])[C:18]3[CH:23]=[CH:22][CH:21]=[CH:20][CH:19]=3)[CH:11]=2)[CH:5]=[CH:6][CH:7]=1.[Br:26]Br.